Dataset: Forward reaction prediction with 1.9M reactions from USPTO patents (1976-2016). Task: Predict the product of the given reaction. (1) Given the reactants [NH2:1][CH:2]([CH2:6][CH2:7][C:8]([N:10]1[CH2:15][CH2:14][N:13]([C:16]([C:18]2[CH:23]=[CH:22][C:21]([CH2:24][CH2:25][CH2:26][CH3:27])=[CH:20][N:19]=2)=[O:17])[CH2:12][CH2:11]1)=[O:9])[C:3]([OH:5])=[O:4].C([O-])([O-])=O.[K+].[K+].[C:34](OC(=O)C)(=[O:36])[CH3:35].Cl, predict the reaction product. The product is: [C:34]([NH:1][CH:2]([CH2:6][CH2:7][C:8]([N:10]1[CH2:15][CH2:14][N:13]([C:16]([C:18]2[CH:23]=[CH:22][C:21]([CH2:24][CH2:25][CH2:26][CH3:27])=[CH:20][N:19]=2)=[O:17])[CH2:12][CH2:11]1)=[O:9])[C:3]([OH:5])=[O:4])(=[O:36])[CH3:35]. (2) Given the reactants [CH3:1][O:2][C:3]1[CH:29]=[CH:28][C:6]([CH2:7][N:8]2[CH2:13][CH2:12][CH:11]([NH:14][C:15]3[CH:23]=[C:22]([C:24]([F:27])([F:26])[F:25])[C:18]([C:19]([NH2:21])=[O:20])=[CH:17][N:16]=3)[CH2:10][CH2:9]2)=[CH:5][C:4]=1[O:30][CH2:31][CH2:32][CH3:33].Cl.Cl.[CH3:36]OC(=O)C1C(C(F)(F)F)=CC(NC2CCNCC2)=NC=1.C(OC1C=C(C=CC=1OC)C=O)C(C)C, predict the reaction product. The product is: [CH2:31]([O:30][C:4]1[CH:5]=[C:6]([CH:28]=[CH:29][C:3]=1[O:2][CH3:1])[CH2:7][N:8]1[CH2:9][CH2:10][CH:11]([NH:14][C:15]2[CH:23]=[C:22]([C:24]([F:27])([F:26])[F:25])[C:18]([C:19]([NH2:21])=[O:20])=[CH:17][N:16]=2)[CH2:12][CH2:13]1)[CH:32]([CH3:36])[CH3:33].